From a dataset of Reaction yield outcomes from USPTO patents with 853,638 reactions. Predict the reaction yield, written as a fraction of the theoretical maximum amount of product (1.0 means a 100% yield; for example, 0.34 means a 34% yield). (1) The reactants are C1(P(C2C=CC=CC=2)C2C=CC=CC=2)C=CC=CC=1.CC(OC(/N=N/C(OC(C)C)=O)=O)C.[C:34]([O:38][C:39](=[O:45])[NH:40][CH2:41][CH2:42][CH2:43][OH:44])([CH3:37])([CH3:36])[CH3:35].[Cl:46][C:47]1[CH:56]=[CH:55][CH:54]=[C:53]2[C:48]=1[C:49](O)=[CH:50][C:51](=[O:57])[O:52]2. The catalyst is C1COCC1. The product is [C:34]([O:38][C:39](=[O:45])[NH:40][CH2:41][CH2:42][CH2:43][O:44][C:49]1[C:48]2[C:47]([Cl:46])=[CH:56][CH:55]=[CH:54][C:53]=2[O:52][C:51](=[O:57])[CH:50]=1)([CH3:37])([CH3:35])[CH3:36]. The yield is 0.200. (2) The reactants are [CH3:1][O:2][C:3](=[O:35])[CH2:4][NH:5][C:6]1[CH:11]=[CH:10][C:9]([CH2:12][N:13]2[CH:17]=[C:16]([C:18]3[CH:23]=[CH:22][C:21]([Cl:24])=[CH:20][C:19]=3[Cl:25])[N:15]=[C:14]2/[CH:26]=[CH:27]/[C:28]2[CH:33]=[CH:32][C:31](Br)=[CH:30][CH:29]=2)=[CH:8][CH:7]=1.[F:36][C:37]1[CH:42]=[CH:41][C:40]([C:43]([F:46])([F:45])[F:44])=[CH:39][C:38]=1B(O)O. No catalyst specified. The product is [CH3:1][O:2][C:3](=[O:35])[CH2:4][NH:5][C:6]1[CH:11]=[CH:10][C:9]([CH2:12][N:13]2[CH:17]=[C:16]([C:18]3[CH:23]=[CH:22][C:21]([Cl:24])=[CH:20][C:19]=3[Cl:25])[N:15]=[C:14]2/[CH:26]=[CH:27]/[C:28]2[CH:33]=[CH:32][C:31]([C:38]3[CH:39]=[C:40]([C:43]([F:45])([F:46])[F:44])[CH:41]=[CH:42][C:37]=3[F:36])=[CH:30][CH:29]=2)=[CH:8][CH:7]=1. The yield is 0.730.